Dataset: Catalyst prediction with 721,799 reactions and 888 catalyst types from USPTO. Task: Predict which catalyst facilitates the given reaction. (1) Reactant: [NH2:1][C:2]1[C:3]([Cl:22])=[C:4]2[C:8](=[CH:9][C:10]=1[F:11])[C:7](=O)[C:6]([CH2:18][CH2:19][CH2:20][CH3:21])([CH2:13][CH2:14][C:15](=[O:17])[CH3:16])[CH2:5]2.C(O)(=O)C.N1CCCC1. Product: [NH2:1][C:2]1[C:3]([Cl:22])=[C:4]2[C:8]([C:7]3[C:6]([CH2:18][CH2:19][CH2:20][CH3:21])([CH2:5]2)[CH2:13][CH2:14][C:15](=[O:17])[CH:16]=3)=[CH:9][C:10]=1[F:11]. The catalyst class is: 11. (2) Reactant: [CH2:1]([O:3][CH:4]([O:33][CH2:34][CH3:35])[C:5]1[CH:10]=[CH:9][C:8]([CH:11]2[CH:20]([C:21]3[N:22]([CH3:26])[CH:23]=[CH:24][N:25]=3)[C:19](=O)[C:18]3[C:17]([C:28]([O:30]CC)=O)=[CH:16][CH:15]=[CH:14][C:13]=3[NH:12]2)=[CH:7][CH:6]=1)[CH3:2].O.[NH2:37][NH2:38]. Product: [CH2:34]([O:33][CH:4]([O:3][CH2:1][CH3:2])[C:5]1[CH:6]=[CH:7][C:8]([CH:11]2[NH:12][C:13]3[C:18]4[C:19](=[N:37][NH:38][C:28](=[O:30])[C:17]=4[CH:16]=[CH:15][CH:14]=3)[CH:20]2[C:21]2[N:22]([CH3:26])[CH:23]=[CH:24][N:25]=2)=[CH:9][CH:10]=1)[CH3:35]. The catalyst class is: 5. (3) Reactant: [CH2:1]([O:3][C:4]([N:6]1[CH2:11][CH2:10][N:9]([C:12](=[O:56])[C@@H:13]([NH:23][C:24]([C:26]2[CH:30]=[C:29]([O:31][CH2:32][C:33]([N:35]3[CH2:39][CH2:38][CH2:37][C@H:36]3[C:40]([O:42]CC3C=CC=CC=3)=[O:41])=[O:34])[N:28]([C:50]3[CH:55]=[CH:54][CH:53]=[CH:52][CH:51]=3)[N:27]=2)=[O:25])[CH2:14][CH2:15][C:16]([O:18][C:19]([CH3:22])([CH3:21])[CH3:20])=[O:17])[CH2:8][CH2:7]1)=[O:5])[CH3:2]. Product: [CH2:1]([O:3][C:4]([N:6]1[CH2:7][CH2:8][N:9]([C:12](=[O:56])[C@@H:13]([NH:23][C:24]([C:26]2[CH:30]=[C:29]([O:31][CH2:32][C:33]([N:35]3[CH2:39][CH2:38][CH2:37][C@H:36]3[C:40]([OH:42])=[O:41])=[O:34])[N:28]([C:50]3[CH:55]=[CH:54][CH:53]=[CH:52][CH:51]=3)[N:27]=2)=[O:25])[CH2:14][CH2:15][C:16]([O:18][C:19]([CH3:22])([CH3:21])[CH3:20])=[O:17])[CH2:10][CH2:11]1)=[O:5])[CH3:2]. The catalyst class is: 13. (4) Reactant: [CH2:1]([O:3][C:4](=[O:10])[CH2:5][C:6](=[O:9])[CH2:7][Cl:8])[CH3:2]. Product: [Cl:8][CH2:7][C@@H:6]([OH:9])[CH2:5][C:4]([O:3][CH2:1][CH3:2])=[O:10]. The catalyst class is: 412. (5) Reactant: [Cl:1][C:2]1[CH:3]=[C:4]([C:9]#[C:10][C:11]([C:13]2[CH:14]=[N:15][C:16]3[C:21]([CH:22]=2)=[CH:20][CH:19]=[CH:18][CH:17]=3)=O)[CH:5]=[C:6]([Cl:8])[CH:7]=1.Cl.[NH:24]([C@H:26]([C:28]1[CH:38]=[CH:37][C:31]([C:32]([O:34][CH2:35][CH3:36])=[O:33])=[CH:30][CH:29]=1)[CH3:27])[NH2:25].C(N(CC)CC)C. Product: [Cl:1][C:2]1[CH:3]=[C:4]([C:9]2[CH:10]=[C:11]([C:13]3[CH:14]=[N:15][C:16]4[C:21]([CH:22]=3)=[CH:20][CH:19]=[CH:18][CH:17]=4)[N:24]([C@H:26]([C:28]3[CH:38]=[CH:37][C:31]([C:32]([O:34][CH2:35][CH3:36])=[O:33])=[CH:30][CH:29]=3)[CH3:27])[N:25]=2)[CH:5]=[C:6]([Cl:8])[CH:7]=1. The catalyst class is: 3. (6) The catalyst class is: 56. Reactant: BrC1C=CC(C(O)=O)=CC=1.C([Li])CCC.O1CC(=O)C1.Cl.[OH:22][C:23]1([C:27]2[CH:35]=[CH:34][C:30]([C:31]([OH:33])=[O:32])=[CH:29][CH:28]=2)[CH2:26][O:25][CH2:24]1.C(O)(=O)C1C=CC=CC=1. Product: [OH:22][C:23]1([C:27]2[CH:28]=[CH:29][C:30]([C:31]([OH:33])=[O:32])=[CH:34][CH:35]=2)[CH2:26][O:25][CH2:24]1. (7) Reactant: B(O)(O)[OH:2].[CH3:5][N:6]1[S:12][C:10](=[O:11])[N:9]([CH2:13][C:14]2[CH:19]=[CH:18][CH:17]=[CH:16][CH:15]=2)[C:7]1=[O:8]. Product: [CH3:5][N:6]1[S:12][C:10](=[O:11])[N:9]([CH2:13][C:14]2[CH:19]=[CH:18][CH:17]=[CH:16][CH:15]=2)[C:7]1=[O:8].[C:13]1(=[O:2])[NH:9][C:10](=[O:11])[CH:19]=[CH:14]1. The catalyst class is: 6.